This data is from Full USPTO retrosynthesis dataset with 1.9M reactions from patents (1976-2016). The task is: Predict the reactants needed to synthesize the given product. (1) Given the product [F:32][C:4]1[CH:3]=[C:2]([NH:1][C:40]([C:36]2[C:35](=[O:43])[N:34]([CH3:33])[CH:39]=[CH:38][N:37]=2)=[O:41])[CH:31]=[CH:30][C:5]=1[O:6][C:7]1[CH:12]=[CH:11][N:10]=[C:9]2[CH:13]=[C:14]([C:16]3[CH:17]=[CH:18][C:19]([C:22]([N:24]4[CH2:25][CH2:26][O:27][CH2:28][CH2:29]4)=[O:23])=[CH:20][CH:21]=3)[S:15][C:8]=12, predict the reactants needed to synthesize it. The reactants are: [NH2:1][C:2]1[CH:31]=[CH:30][C:5]([O:6][C:7]2[CH:12]=[CH:11][N:10]=[C:9]3[CH:13]=[C:14]([C:16]4[CH:21]=[CH:20][C:19]([C:22]([N:24]5[CH2:29][CH2:28][O:27][CH2:26][CH2:25]5)=[O:23])=[CH:18][CH:17]=4)[S:15][C:8]=23)=[C:4]([F:32])[CH:3]=1.[CH3:33][N:34]1[CH:39]=[CH:38][N:37]=[C:36]([C:40](O)=[O:41])[C:35]1=[O:43].O=C1NC=CN=C1C(OC)=O.IC. (2) Given the product [CH:1]([O:4][C:5]1[CH:6]=[C:7]2[C:12](=[CH:13][CH:14]=1)[O:11][CH2:10][CH2:9][C@@H:8]2[NH2:15])([CH3:3])[CH3:2], predict the reactants needed to synthesize it. The reactants are: [CH:1]([O:4][C:5]1[CH:6]=[C:7]2[C:12](=[CH:13][CH:14]=1)[O:11][CH2:10][CH2:9][C@@H:8]2[NH:15]C(=O)OC(C)(C)C)([CH3:3])[CH3:2].Cl.